Dataset: Full USPTO retrosynthesis dataset with 1.9M reactions from patents (1976-2016). Task: Predict the reactants needed to synthesize the given product. (1) Given the product [NH2:1][C:2]1[N:3]=[C:4]([N:45]2[CH2:46][CH2:47][CH:42]([C:34](=[O:41])[C:35]3[CH:36]=[CH:37][CH:38]=[CH:39][CH:40]=3)[CH2:43][CH2:44]2)[C:5]2[N:10]=[C:9]([CH2:11][CH2:12][C:13]3[CH:18]=[CH:17][C:16]([F:19])=[CH:15][CH:14]=3)[S:8][C:6]=2[N:7]=1, predict the reactants needed to synthesize it. The reactants are: [NH2:1][C:2]1[N:3]=[C:4](S(C)(=O)=O)[C:5]2[N:10]=[C:9]([CH2:11][CH2:12][C:13]3[CH:18]=[CH:17][C:16]([F:19])=[CH:15][CH:14]=3)[S:8][C:6]=2[N:7]=1.C(N(C(C)C)CC)(C)C.Cl.[C:34]([CH:42]1[CH2:47][CH2:46][NH:45][CH2:44][CH2:43]1)(=[O:41])[C:35]1[CH:40]=[CH:39][CH:38]=[CH:37][CH:36]=1. (2) Given the product [C:39]([Si:36]([CH3:38])([CH3:37])[O:1][C@@H:2]1[CH2:26][CH2:25][C@@:24]2([CH3:27])[CH:4]([CH2:5][C@@H:6]([OH:30])[C@@H:7]3[C@@H:23]2[CH2:22][C@H:21]([OH:28])[C@@:20]2([CH3:29])[C@H:8]3[CH2:9][CH2:10][C@@H:11]2[C@H:12]([CH3:19])[CH2:13][CH2:14][C:15]([O:17][CH3:18])=[O:16])[CH2:3]1)([CH3:42])([CH3:41])[CH3:40], predict the reactants needed to synthesize it. The reactants are: [OH:1][C@@H:2]1[CH2:26][CH2:25][C@@:24]2([CH3:27])[CH:4]([CH2:5][C@@H:6]([OH:30])[C@@H:7]3[C@@H:23]2[CH2:22][C@H:21]([OH:28])[C@@:20]2([CH3:29])[C@H:8]3[CH2:9][CH2:10][C@@H:11]2[C@H:12]([CH3:19])[CH2:13][CH2:14][C:15]([O:17][CH3:18])=[O:16])[CH2:3]1.N1C=CN=C1.[Si:36](Cl)([C:39]([CH3:42])([CH3:41])[CH3:40])([CH3:38])[CH3:37]. (3) Given the product [C:17]([NH:20][CH2:21][CH2:22][C:23]1[CH:28]=[CH:27][CH:26]=[CH:25][C:24]=1[C:29]1[CH:34]=[CH:33][C:32]([C@@H:35]2[C@:40]([C:2]3[CH:7]=[CH:6][C:5]([CH2:8][O:9][CH2:10][C:11]([F:16])([F:15])[CH2:12][O:13][CH3:14])=[CH:4][CH:3]=3)([OH:41])[CH2:39][CH2:38][N:37]([C:42]([O:44][C:45]([CH3:48])([CH3:47])[CH3:46])=[O:43])[CH2:36]2)=[C:31]([CH3:49])[CH:30]=1)(=[O:19])[CH3:18], predict the reactants needed to synthesize it. The reactants are: Br[C:2]1[CH:7]=[CH:6][C:5]([CH2:8][O:9][CH2:10][C:11]([F:16])([F:15])[CH2:12][O:13][CH3:14])=[CH:4][CH:3]=1.[C:17]([NH:20][CH2:21][CH2:22][C:23]1[CH:28]=[CH:27][CH:26]=[CH:25][C:24]=1[C:29]1[CH:34]=[CH:33][C:32]([CH:35]2[C:40](=[O:41])[CH2:39][CH2:38][N:37]([C:42]([O:44][C:45]([CH3:48])([CH3:47])[CH3:46])=[O:43])[CH2:36]2)=[C:31]([CH3:49])[CH:30]=1)(=[O:19])[CH3:18]. (4) Given the product [F:24][CH2:23][CH2:22][O:18][C:15]1[CH:14]=[CH:13][C:12]([C:10]2[N:11]=[C:5]3[CH:4]=[C:3]([NH2:2])[CH:8]=[CH:7][N:6]3[CH:9]=2)=[CH:17][CH:16]=1, predict the reactants needed to synthesize it. The reactants are: Br.[NH2:2][C:3]1[CH:8]=[CH:7][N:6]2[CH:9]=[C:10]([C:12]3[CH:17]=[CH:16][C:15]([OH:18])=[CH:14][CH:13]=3)[N:11]=[C:5]2[CH:4]=1.[H-].[Na+].Br[CH2:22][CH2:23][F:24]. (5) Given the product [ClH:29].[ClH:29].[N+:25]([C:23]1[C:22]([NH2:28])=[N:21][CH:20]=[C:19]([C:16]2[CH:17]=[CH:18][C:7]3[O:6][CH2:5][CH2:11][NH:10][CH2:9][C:8]=3[CH:15]=2)[CH:24]=1)([O-:27])=[O:26], predict the reactants needed to synthesize it. The reactants are: CC([CH:5]1[CH2:11][N:10](C([O-])=O)[CH2:9][C:8]2[CH:15]=[C:16]([C:19]3[CH:20]=[N:21][C:22]([NH2:28])=[C:23]([N+:25]([O-:27])=[O:26])[CH:24]=3)[CH:17]=[CH:18][C:7]=2[O:6]1)(C)C.[ClH:29]. (6) Given the product [Cl:1][C:2]1[CH:7]=[CH:6][CH:5]=[CH:4][C:3]=1[C:8]1[N:9]([C:21]2[CH:26]=[CH:25][C:24]([Cl:27])=[CH:23][CH:22]=2)[CH:10]=[C:11]([C:13]([N:15]2[CH2:16][CH2:17][S:18](=[O:31])[CH2:19][CH2:20]2)=[O:14])[N:12]=1, predict the reactants needed to synthesize it. The reactants are: [Cl:1][C:2]1[CH:7]=[CH:6][CH:5]=[CH:4][C:3]=1[C:8]1[N:9]([C:21]2[CH:26]=[CH:25][C:24]([Cl:27])=[CH:23][CH:22]=2)[CH:10]=[C:11]([C:13]([N:15]2[CH2:20][CH2:19][S:18][CH2:17][CH2:16]2)=[O:14])[N:12]=1.OO.C([O-])(O)=[O:31].[Na+].